Dataset: Full USPTO retrosynthesis dataset with 1.9M reactions from patents (1976-2016). Task: Predict the reactants needed to synthesize the given product. (1) Given the product [Cl:1][C:2]1[CH:7]=[C:6]([O:8][CH3:9])[CH:5]=[CH:4][C:3]=1[CH2:10][C@@H:11]([NH:13][S@:14]([C:16]([CH3:17])([CH3:19])[CH3:18])=[O:15])[CH3:12], predict the reactants needed to synthesize it. The reactants are: [Cl:1][C:2]1[CH:7]=[C:6]([O:8][CH3:9])[CH:5]=[CH:4][C:3]=1[CH2:10]/[C:11](=[N:13]\[S@:14]([C:16]([CH3:19])([CH3:18])[CH3:17])=[O:15])/[CH3:12].[BH4-].[Na+]. (2) Given the product [CH2:19]([O:18][C:4]1[C:5]([O:8][CH2:9][C:10]2[CH:15]=[CH:14][C:13]([O:16][CH3:17])=[CH:12][CH:11]=2)=[N:6][CH:7]=[C:2]([B:24]2[O:25][C:26]([CH3:28])([CH3:27])[C:22]([CH3:38])([CH3:21])[O:23]2)[CH:3]=1)[CH3:20], predict the reactants needed to synthesize it. The reactants are: Br[C:2]1[CH:3]=[C:4]([O:18][CH2:19][CH3:20])[C:5]([O:8][CH2:9][C:10]2[CH:15]=[CH:14][C:13]([O:16][CH3:17])=[CH:12][CH:11]=2)=[N:6][CH:7]=1.[CH3:21][C:22]1([CH3:38])[C:26]([CH3:28])([CH3:27])[O:25][B:24]([B:24]2[O:25][C:26]([CH3:28])([CH3:27])[C:22]([CH3:38])([CH3:21])[O:23]2)[O:23]1.CC([O-])=O.[K+]. (3) Given the product [CH3:1][O:2][C:3]1([CH2:13][C:14]2[CH:19]=[CH:18][CH:17]=[CH:16][C:15]=2[CH3:20])[CH2:12][CH2:11][C:6](=[O:7])[CH2:5][CH2:4]1, predict the reactants needed to synthesize it. The reactants are: [CH3:1][O:2][C:3]1([CH2:13][C:14]2[CH:19]=[CH:18][CH:17]=[CH:16][C:15]=2[CH3:20])[CH2:12][CH2:11][C:6]2(OCC[O:7]2)[CH2:5][CH2:4]1.O.O.C1(C)C=CC(S(O)(=O)=O)=CC=1. (4) Given the product [Cl:1][C:2]1[CH:3]=[CH:4][C:5]([C@H:8]2[N:15]3[C:11]([S:12][C:13]([C:19]([N:21]4[C@H:41]([CH3:42])[CH2:40][CH2:39][C@H:22]4[C:23]([N:25]4[CH2:29][C@@H:28]([F:30])[C@H:27]([NH2:31])[CH2:26]4)=[O:24])=[O:20])=[C:14]3[CH:16]([CH3:18])[CH3:17])=[N:10][C@:9]2([C:44]2[CH:45]=[CH:46][C:47]([Cl:50])=[CH:48][CH:49]=2)[CH3:43])=[CH:6][CH:7]=1, predict the reactants needed to synthesize it. The reactants are: [Cl:1][C:2]1[CH:7]=[CH:6][C:5]([C@H:8]2[N:15]3[C:11]([S:12][C:13]([C:19]([N:21]4[C@H:41]([CH3:42])[CH2:40][CH2:39][C@H:22]4[C:23]([N:25]4[CH2:29][C@@H:28]([F:30])[C@H:27]([NH:31]C(=O)OC(C)(C)C)[CH2:26]4)=[O:24])=[O:20])=[C:14]3[CH:16]([CH3:18])[CH3:17])=[N:10][C@:9]2([C:44]2[CH:49]=[CH:48][C:47]([Cl:50])=[CH:46][CH:45]=2)[CH3:43])=[CH:4][CH:3]=1.Cl.O1CCOCC1.